This data is from Reaction yield outcomes from USPTO patents with 853,638 reactions. The task is: Predict the reaction yield, written as a fraction of the theoretical maximum amount of product (1.0 means a 100% yield; for example, 0.34 means a 34% yield). (1) The reactants are C(OC(=O)[NH:7][CH2:8][C:9]#[C:10][C:11]1[CH:12]=[C:13]2[C:18](=[CH:19][CH:20]=1)[N:17]=[CH:16][N:15]=[C:14]2[NH:21][C:22]1[CH:23]=[C:24]2[C:28](=[CH:29][CH:30]=1)[N:27]([CH2:31][C:32]1[CH:37]=[CH:36][CH:35]=[C:34]([F:38])[CH:33]=1)[N:26]=[CH:25]2)(C)(C)C.C(O)(C(F)(F)F)=O. The catalyst is C(Cl)Cl. The product is [NH2:7][CH2:8][C:9]#[C:10][C:11]1[CH:12]=[C:13]2[C:18](=[CH:19][CH:20]=1)[N:17]=[CH:16][N:15]=[C:14]2[NH:21][C:22]1[CH:23]=[C:24]2[C:28](=[CH:29][CH:30]=1)[N:27]([CH2:31][C:32]1[CH:37]=[CH:36][CH:35]=[C:34]([F:38])[CH:33]=1)[N:26]=[CH:25]2. The yield is 0.860. (2) The reactants are C[O:2][CH2:3][C@H:4]([CH3:34])[O:5][C:6]1[CH:7]=[C:8]([C:23]2[NH:27][C:26]([C:28]3[O:29][C@@H:30]([CH3:33])[CH2:31][N:32]=3)=[CH:25][CH:24]=2)[CH:9]=[C:10]([O:12][C:13]2[CH:18]=[CH:17][C:16]([S:19]([CH3:22])(=[O:21])=[O:20])=[CH:15][CH:14]=2)[CH:11]=1.ClCCl.B(Br)(Br)Br.C(=O)([O-])O.[Na+]. The catalyst is ClCCl. The product is [CH3:33][C@@H:30]1[O:29][C:28]([C:26]2[NH:27][C:23]([C:8]3[CH:7]=[C:6]([CH:11]=[C:10]([O:12][C:13]4[CH:14]=[CH:15][C:16]([S:19]([CH3:22])(=[O:21])=[O:20])=[CH:17][CH:18]=4)[CH:9]=3)[O:5][C@@H:4]([CH3:34])[CH2:3][OH:2])=[CH:24][CH:25]=2)=[N:32][CH2:31]1. The yield is 0.820. (3) The reactants are [Br:1][C:2]1[N:10]=[CH:9][CH:8]=[CH:7][C:3]=1[C:4]([OH:6])=O.CCN=C=NCCCN(C)C.C1C=C2N=NN(O)C2=CC=1.O.[C:33]([NH2:42])([C:36]1[CH:41]=[CH:40][CH:39]=[CH:38][CH:37]=1)([CH3:35])[CH3:34]. The catalyst is CN(C=O)C. The product is [Br:1][C:2]1[N:10]=[CH:9][CH:8]=[CH:7][C:3]=1[C:4]([NH:42][C:33]([CH3:35])([C:36]1[CH:41]=[CH:40][CH:39]=[CH:38][CH:37]=1)[CH3:34])=[O:6]. The yield is 0.760. (4) The reactants are Br[C:2]1[CH:3]=[CH:4][C:5]([CH3:13])=[C:6]([CH:12]=1)[C:7]([O:9][CH2:10][CH3:11])=[O:8].[Na+].[I-:15]. The catalyst is O1CCOCC1.[Cu]I. The product is [I:15][C:2]1[CH:3]=[CH:4][C:5]([CH3:13])=[C:6]([CH:12]=1)[C:7]([O:9][CH2:10][CH3:11])=[O:8]. The yield is 0.890. (5) The reactants are Br[C:2]1[CH:7]=[C:6]([C:8]([CH3:19])([CH3:18])[CH2:9][O:10][Si:11]([C:14]([CH3:17])([CH3:16])[CH3:15])([CH3:13])[CH3:12])[CH:5]=[CH:4][C:3]=1[NH2:20].[CH3:21][C:22]1([CH3:31])[CH2:27][CH2:26][C:25](B(O)O)=[CH:24][CH2:23]1.C([O-])([O-])=O.[Na+].[Na+].CCOC(C)=O. The catalyst is O1CCOCC1.C1C=CC([P]([Pd]([P](C2C=CC=CC=2)(C2C=CC=CC=2)C2C=CC=CC=2)([P](C2C=CC=CC=2)(C2C=CC=CC=2)C2C=CC=CC=2)[P](C2C=CC=CC=2)(C2C=CC=CC=2)C2C=CC=CC=2)(C2C=CC=CC=2)C2C=CC=CC=2)=CC=1. The product is [C:14]([Si:11]([CH3:13])([CH3:12])[O:10][CH2:9][C:8]([C:6]1[CH:5]=[CH:4][C:3]([NH2:20])=[C:2]([C:25]2[CH2:26][CH2:27][C:22]([CH3:31])([CH3:21])[CH2:23][CH:24]=2)[CH:7]=1)([CH3:19])[CH3:18])([CH3:17])([CH3:16])[CH3:15]. The yield is 0.900. (6) The reactants are [CH3:1][C:2]([O:4][C:5]1[C:13]2[C:8](=[CH:9][CH:10]=[CH:11][CH:12]=2)[NH:7][CH:6]=1)=O.CC(C)([O-])C.[K+].[CH:20]1([NH:26][C:27](=[O:48])[NH:28][C@@H:29]2[C@H:33]3[O:34]C[C@@H](OS(C4C=CC(C)=CC=4)(=O)=O)[C@H:32]3[O:31][CH2:30]2)[CH2:25][CH2:24][CH2:23][CH2:22][CH2:21]1. The catalyst is CN(C)C=O.O. The product is [CH:20]1([NH:26][C:27]([NH:28][C@H:29]2[CH2:33][O:34][C@@H:1]3[C@@H:2]([O:4][C:5]4[C:13]5[C:8](=[CH:9][CH:10]=[CH:11][CH:12]=5)[NH:7][CH:6]=4)[CH2:32][O:31][C@H:30]23)=[O:48])[CH2:21][CH2:22][CH2:23][CH2:24][CH2:25]1. The yield is 0.660.